From a dataset of Full USPTO retrosynthesis dataset with 1.9M reactions from patents (1976-2016). Predict the reactants needed to synthesize the given product. (1) Given the product [OH:30][CH2:29][CH:28]([NH:27][C:3]1[NH:4][C:5](=[O:26])[C:6]2[CH:11]=[C:10]([C:12]3[CH:17]=[CH:16][N:15]=[C:14](/[CH:18]=[CH:19]/[C:20]4[CH:25]=[CH:24][CH:23]=[CH:22][CH:21]=4)[CH:13]=3)[NH:9][C:7]=2[N:8]=1)[CH2:31][OH:32], predict the reactants needed to synthesize it. The reactants are: CS[C:3]1[NH:4][C:5](=[O:26])[C:6]2[CH:11]=[C:10]([C:12]3[CH:17]=[CH:16][N:15]=[C:14](/[CH:18]=[CH:19]/[C:20]4[CH:25]=[CH:24][CH:23]=[CH:22][CH:21]=4)[CH:13]=3)[NH:9][C:7]=2[N:8]=1.[NH2:27][CH:28]([CH2:31][OH:32])[CH2:29][OH:30]. (2) Given the product [Br:1][C:2]1[CH:3]=[C:4]([C:10]([C:12]2[C:16]3[CH:17]=[CH:18][CH:19]=[CH:20][C:15]=3[O:14][C:13]=2[CH2:21][CH3:22])=[O:11])[CH:5]=[CH:6][C:7]=1[OH:8], predict the reactants needed to synthesize it. The reactants are: [Br:1][C:2]1[CH:3]=[C:4]([C:10]([C:12]2[C:16]3[CH:17]=[CH:18][CH:19]=[CH:20][C:15]=3[O:14][C:13]=2[CH2:21][CH3:22])=[O:11])[CH:5]=[CH:6][C:7]=1[O:8]C. (3) Given the product [C:1]([O-:32])(=[O:31])[CH2:2][CH2:3][C@H:4]([NH:8][C:9]([C:11]1[CH:12]=[CH:13][C:14]([NH:15][CH2:16][C:17]2[N:28]=[C:27]3[C:20]([N:21]=[C:22]([NH:24][C:25]3=[O:26])[NH2:23])=[N:19][CH:18]=2)=[CH:29][CH:30]=1)=[O:10])[C:5]([OH:7])=[O:6].[OH:33][N:34]1[C:38](=[O:39])[CH2:37][CH2:36][C:35]1=[O:40], predict the reactants needed to synthesize it. The reactants are: [C:1]([OH:32])(=[O:31])[CH2:2][CH2:3][C@H:4]([NH:8][C:9]([C:11]1[CH:30]=[CH:29][C:14]([NH:15][CH2:16][C:17]2[N:28]=[C:27]3[C:20]([N:21]=[C:22]([NH:24][C:25]3=[O:26])[NH2:23])=[N:19][CH:18]=2)=[CH:13][CH:12]=1)=[O:10])[C:5]([OH:7])=[O:6].[OH:33][N:34]1[C:38](=[O:39])[CH2:37][CH2:36][C:35]1=[O:40].C1(N=C=NC2CCCCC2)CCCCC1.C(N(CC)CC)C. (4) Given the product [NH2:26][C:4]1[C:3]([C:1]#[N:2])=[C:7]([C:8]2[CH:13]=[CH:12][C:11]([NH:14][C:15]([NH:17][C:18]3[CH:23]=[C:22]([CH3:24])[CH:21]=[CH:20][C:19]=3[F:25])=[O:16])=[CH:10][CH:9]=2)[S:6][N:5]=1, predict the reactants needed to synthesize it. The reactants are: [C:1]([C:3]1[C:4]([NH:26]CC2C=CC(OC)=CC=2OC)=[N:5][S:6][C:7]=1[C:8]1[CH:13]=[CH:12][C:11]([NH:14][C:15]([NH:17][C:18]2[CH:23]=[C:22]([CH3:24])[CH:21]=[CH:20][C:19]=2[F:25])=[O:16])=[CH:10][CH:9]=1)#[N:2].FC(F)(F)C(O)=O.C([O-])([O-])=O.[Na+].[Na+]. (5) Given the product [CH3:17][O:16][C:10]1[C:9]([N+:18]([O-:20])=[O:19])=[C:8]([N:3]2[CH:4]=[C:5]([CH3:7])[N:6]=[C:2]2[C:23]2[CH:24]=[N:25][CH:26]=[CH:27][C:22]=2[CH3:21])[CH:13]=[C:12]([O:14][CH3:15])[CH:11]=1, predict the reactants needed to synthesize it. The reactants are: Br[C:2]1[N:3]([C:8]2[CH:13]=[C:12]([O:14][CH3:15])[CH:11]=[C:10]([O:16][CH3:17])[C:9]=2[N+:18]([O-:20])=[O:19])[CH:4]=[C:5]([CH3:7])[N:6]=1.[CH3:21][C:22]1[CH:27]=[CH:26][N:25]=[CH:24][C:23]=1B(O)O.C([O-])([O-])=O.[K+].[K+]. (6) Given the product [O:41]=[C:38]1[NH:37][C:36]2[CH:42]=[C:32]([NH:31][C:17]([CH:14]3[CH2:15][CH2:16][N:11]([C:2]4[CH:3]=[CH:4][C:5]5[C:10](=[CH:9][CH:8]=[CH:7][CH:6]=5)[CH:1]=4)[CH2:12][CH2:13]3)=[O:18])[CH:33]=[CH:34][C:35]=2[O:40][CH2:39]1, predict the reactants needed to synthesize it. The reactants are: [CH:1]1[C:10]2[C:5](=[CH:6][CH:7]=[CH:8][CH:9]=2)[CH:4]=[CH:3][C:2]=1[N:11]1[CH2:16][CH2:15][CH:14]([C:17](O)=[O:18])[CH2:13][CH2:12]1.BrC1C=CC2C(=CC=CC=2)C=1.[NH2:31][C:32]1[CH:33]=[CH:34][C:35]2[O:40][CH2:39][C:38](=[O:41])[NH:37][C:36]=2[CH:42]=1. (7) The reactants are: [Cl:1][C:2]1[CH:7]=[C:6]([N+:8]([O-])=O)[CH:5]=[CH:4][C:3]=1[O:11][CH2:12][C:13]1[CH:18]=[N:17][CH:16]=[CH:15][N:14]=1. Given the product [Cl:1][C:2]1[CH:7]=[C:6]([CH:5]=[CH:4][C:3]=1[O:11][CH2:12][C:13]1[CH:18]=[N:17][CH:16]=[CH:15][N:14]=1)[NH2:8], predict the reactants needed to synthesize it. (8) Given the product [Cl:52][C:49]1[CH:50]=[CH:51][C:46]([CH2:45][NH:44][C:11]([C:6]2[NH:7][C:8]3[C:4]([CH:5]=2)=[CH:3][C:2]([O:1][CH2:23][CH2:22][N:16]2[CH2:17][CH2:18][O:19][CH2:20][CH2:21]2)=[CH:10][CH:9]=3)=[O:13])=[C:47]([F:63])[C:48]=1[O:53][C:54]1[CH:55]=[C:56]([C:57]#[N:58])[CH:59]=[C:60]([Cl:62])[CH:61]=1, predict the reactants needed to synthesize it. The reactants are: [OH:1][C:2]1[CH:3]=[C:4]2[C:8](=[CH:9][CH:10]=1)[NH:7][C:6]([C:11]([O:13]CC)=O)=[CH:5]2.[N:16]1([CH2:22][CH2:23]O)[CH2:21][CH2:20][O:19][CH2:18][CH2:17]1.C1(P(C2C=CC=CC=2)C2C=CC=CC=2)C=CC=CC=1.[NH2:44][CH2:45][C:46]1[C:47]([F:63])=[C:48]([O:53][C:54]2[CH:55]=[C:56]([CH:59]=[C:60]([Cl:62])[CH:61]=2)[C:57]#[N:58])[C:49]([Cl:52])=[CH:50][CH:51]=1.CN(C(ON1N=NC2C=CC=NC1=2)=[N+](C)C)C.F[P-](F)(F)(F)(F)F.CCN(C(C)C)C(C)C. (9) Given the product [Si:11]([O:7][C:4]1[C:3]2[N:2]([CH:10]=[CH:9][CH:8]=2)[N:1]=[CH:6][CH:5]=1)([C:14]([CH3:17])([CH3:16])[CH3:15])([CH3:13])[CH3:12], predict the reactants needed to synthesize it. The reactants are: [NH:1]1[CH:6]=[CH:5][C:4](=[O:7])[C:3]2=[CH:8][CH:9]=[CH:10][N:2]12.[Si:11](Cl)([C:14]([CH3:17])([CH3:16])[CH3:15])([CH3:13])[CH3:12].C(N(CC)CC)C.